From a dataset of Reaction yield outcomes from USPTO patents with 853,638 reactions. Predict the reaction yield, written as a fraction of the theoretical maximum amount of product (1.0 means a 100% yield; for example, 0.34 means a 34% yield). (1) The reactants are [C:1]([O:5][C:6]([N:8]1[CH2:12][CH2:11][CH2:10][C@H:9]1[CH2:13][OH:14])=[O:7])([CH3:4])([CH3:3])[CH3:2].[C:15]1([CH3:25])[CH:20]=[CH:19][C:18]([S:21](Cl)(=[O:23])=[O:22])=[CH:17][CH:16]=1. The catalyst is N1C=CC=CC=1. The product is [C:1]([O:5][C:6]([N:8]1[CH2:12][CH2:11][CH2:10][C@H:9]1[CH2:13][O:14][S:21]([C:18]1[CH:19]=[CH:20][C:15]([CH3:25])=[CH:16][CH:17]=1)(=[O:23])=[O:22])=[O:7])([CH3:4])([CH3:3])[CH3:2]. The yield is 0.990. (2) The reactants are Br[C:2]1[NH:3][C:4]2[C:9]([N:10]=1)=[C:8]([N:11]1[CH2:16][CH2:15][O:14][CH2:13][CH2:12]1)[N:7]=[C:6]([CH2:17][CH2:18][O:19][CH3:20])[N:5]=2.[NH2:21][C:22]1[CH:27]=[CH:26][CH:25]=[C:24]([CH3:28])[CH:23]=1. No catalyst specified. The product is [CH3:20][O:19][CH2:18][CH2:17][C:6]1[N:5]=[C:4]2[C:9]([N:10]=[C:2]([NH:21][C:22]3[CH:23]=[C:24]([CH3:28])[CH:25]=[CH:26][CH:27]=3)[NH:3]2)=[C:8]([N:11]2[CH2:16][CH2:15][O:14][CH2:13][CH2:12]2)[N:7]=1. The yield is 0.810. (3) The catalyst is C([O-])(=O)C.C([O-])(=O)C.[Pd+2].C1(P(C2C=CC=CC=2)[C-]2C=CC=C2)C=CC=CC=1.[C-]1(P(C2C=CC=CC=2)C2C=CC=CC=2)C=CC=C1.[Fe+2].C(O)=O.CN(C=O)C. The yield is 0.800. The reactants are FC(F)(F)S(O[C:7]1[N:12]=[N:11][C:10]2[N:13]([CH:21]3[CH2:25][CH2:24][CH2:23][CH2:22]3)[C:14]3[N:19]=[C:18]([NH2:20])[N:17]=[CH:16][C:15]=3[C:9]=2[CH:8]=1)(=O)=O.N#N.C(N(CC)CC)C.C([O-])(O)=O.[Na+]. The product is [CH:21]1([N:13]2[C:10]3[N:11]=[N:12][CH:7]=[CH:8][C:9]=3[C:15]3[CH:16]=[N:17][C:18]([NH2:20])=[N:19][C:14]2=3)[CH2:22][CH2:23][CH2:24][CH2:25]1. (4) The yield is 0.600. The catalyst is CCO.C(OCC)C. The product is [CH3:19][C:18]1[C:17]([NH:20][C:2]2[C:11]3[C:6](=[CH:7][CH:8]=[C:9]([I:12])[CH:10]=3)[N:5]=[CH:4][CH:3]=2)=[N:16][NH:15][C:14]=1[CH3:13]. The reactants are Cl[C:2]1[C:11]2[C:6](=[CH:7][CH:8]=[C:9]([I:12])[CH:10]=2)[N:5]=[CH:4][CH:3]=1.[CH3:13][C:14]1[C:18]([CH3:19])=[C:17]([NH2:20])[NH:16][N:15]=1.Cl. (5) The reactants are [CH:1]1([CH2:4][O:5][C:6]2[CH:11]=[C:10]([O:12][CH2:13][CH2:14][O:15][CH3:16])[CH:9]=[CH:8][C:7]=2[CH2:17][CH2:18][C:19](OCC)=[O:20])[CH2:3][CH2:2]1.[H-].C([Al+]CC(C)C)C(C)C.O.O.O.O.O.O.O.O.O.O.S([O-])([O-])(=O)=O.[Na+].[Na+].C(OCC)C. The catalyst is O1CCCC1.C1(C)C=CC=CC=1. The product is [CH:1]1([CH2:4][O:5][C:6]2[CH:11]=[C:10]([O:12][CH2:13][CH2:14][O:15][CH3:16])[CH:9]=[CH:8][C:7]=2[CH2:17][CH2:18][CH2:19][OH:20])[CH2:2][CH2:3]1. The yield is 0.940. (6) The reactants are [C:1]12([C:11](O)=[O:12])[CH2:10][CH:5]3[CH2:6][CH:7]([CH2:9][CH:3]([CH2:4]3)[CH2:2]1)[CH2:8]2.Br.[O:15]1[C:20]2[CH:21]=[CH:22][CH:23]=[C:24]([O:25][CH2:26][CH2:27][N:28]3[C:32]([CH3:33])=[C:31]([CH3:34])[S:30][C:29]3=[NH:35])[C:19]=2[O:18][CH2:17][CH2:16]1. No catalyst specified. The product is [O:15]1[C:20]2[CH:21]=[CH:22][CH:23]=[C:24]([O:25][CH2:26][CH2:27][N:28]3[C:32]([CH3:33])=[C:31]([CH3:34])[S:30][C:29]3=[N:35][C:11]([C:1]34[CH2:8][CH:7]5[CH2:6][CH:5]([CH2:4][CH:3]([CH2:9]5)[CH2:2]3)[CH2:10]4)=[O:12])[C:19]=2[O:18][CH2:17][CH2:16]1. The yield is 0.600. (7) The reactants are Br[C:2]1[CH:11]=[CH:10][C:9]2[C:4](=[CH:5][C:6]([O:12][CH3:13])=[CH:7][CH:8]=2)[CH:3]=1.[Li+].CCC[CH2-].[B:19](OC)([O:22]C)[O:20]C. The catalyst is O1CCCC1. The product is [CH3:13][O:12][C:6]1[CH:5]=[C:4]2[C:9]([CH:10]=[CH:11][C:2]([B:19]([OH:22])[OH:20])=[CH:3]2)=[CH:8][CH:7]=1. The yield is 0.740. (8) The reactants are [CH3:1][O:2][CH2:3][O:4][C:5]1[C:23]([CH3:24])=[CH:22][C:8](/[CH:9]=[CH:10]/[C:11]2[CH:12]=[C:13]([CH:19]=[CH:20][CH:21]=2)[C:14]([O:16]CC)=[O:15])=[CH:7][C:6]=1[CH3:25].[OH-].[Na+].C(O)(=O)CC(CC(O)=O)(C(O)=O)O. The catalyst is C1COCC1.CCO.CCOC(C)=O. The product is [CH3:1][O:2][CH2:3][O:4][C:5]1[C:6]([CH3:25])=[CH:7][C:8](/[CH:9]=[CH:10]/[C:11]2[CH:12]=[C:13]([CH:19]=[CH:20][CH:21]=2)[C:14]([OH:16])=[O:15])=[CH:22][C:23]=1[CH3:24]. The yield is 0.970. (9) The reactants are [CH3:1][C:2]([CH3:26])([CH3:25])[C:3]#[C:4][C:5]1[S:9][C:8]([C:10]([O:12][CH3:13])=[O:11])=[C:7]([NH:14][C@H:15]2[CH2:19][CH2:18][N:17]([CH2:20][CH2:21][O:22][CH3:23])[C:16]2=[O:24])[CH:6]=1.N1C=CC=CC=1.[CH3:33][CH:34]1[CH2:39][CH2:38][CH:37]([C:40](Cl)=[O:41])[CH2:36][CH2:35]1. The catalyst is CN(C1C=CN=CC=1)C.ClC(Cl)C.CCOC(C)=O. The product is [CH3:1][C:2]([CH3:26])([CH3:25])[C:3]#[C:4][C:5]1[S:9][C:8]([C:10]([O:12][CH3:13])=[O:11])=[C:7]([N:14]([C@H:15]2[CH2:19][CH2:18][N:17]([CH2:20][CH2:21][O:22][CH3:23])[C:16]2=[O:24])[C:40]([C@H:37]2[CH2:38][CH2:39][C@H:34]([CH3:33])[CH2:35][CH2:36]2)=[O:41])[CH:6]=1. The yield is 0.670.